Dataset: Forward reaction prediction with 1.9M reactions from USPTO patents (1976-2016). Task: Predict the product of the given reaction. Given the reactants [CH2:1]([OH:10])[CH:2]=[CH:3][C:4]1[CH:9]=[CH:8][CH:7]=[CH:6][CH:5]=1.[CH2:11](C(CC)(CC)C([O-])([O-])[O-])[CH3:12].C(O)(=[O:25])CC.[OH-].[Na+], predict the reaction product. The product is: [C:4]1([CH:3]([CH:11]=[CH2:12])[CH2:2][C:1]([OH:25])=[O:10])[CH:9]=[CH:8][CH:7]=[CH:6][CH:5]=1.